From a dataset of Full USPTO retrosynthesis dataset with 1.9M reactions from patents (1976-2016). Predict the reactants needed to synthesize the given product. (1) Given the product [CH3:30][C@@H:31]1[CH2:36][O:35][CH2:34][CH2:33][N:32]1[C:2]1[CH:11]=[CH:10][C:9]2[CH2:8][N:7]([C:12]([O:14][C:15]([CH3:18])([CH3:17])[CH3:16])=[O:13])[CH2:6][CH2:5][C:4]=2[N:3]=1, predict the reactants needed to synthesize it. The reactants are: Cl[C:2]1[CH:11]=[CH:10][C:9]2[CH2:8][N:7]([C:12]([O:14][C:15]([CH3:18])([CH3:17])[CH3:16])=[O:13])[CH2:6][CH2:5][C:4]=2[N:3]=1.C1(C)C=CC(S(O)(=O)=O)=CC=1.[CH3:30][C@@H:31]1[CH2:36][O:35][CH2:34][CH2:33][NH:32]1. (2) Given the product [Br:23][CH:13]([CH2:14][CH2:15][CH2:16][CH2:17][CH2:18][CH2:19][CH2:20][CH3:21])[C:12]([C:4]1[CH:5]=[C:6]([O:10][CH3:11])[C:7]([Cl:9])=[CH:8][C:3]=1[O:2][CH3:1])=[O:22], predict the reactants needed to synthesize it. The reactants are: [CH3:1][O:2][C:3]1[CH:8]=[C:7]([Cl:9])[C:6]([O:10][CH3:11])=[CH:5][C:4]=1[C:12](=[O:22])[CH2:13][CH2:14][CH2:15][CH2:16][CH2:17][CH2:18][CH2:19][CH2:20][CH3:21].[Br:23]Br.O. (3) Given the product [Cl:1][C:2]1[CH:11]=[C:10]2[C:5]([C:6]([N:12]3[CH2:17][CH2:16][N:15]([C:27]([NH:26][C:23]4[CH:24]=[CH:25][C:20]([O:19][CH3:18])=[CH:21][CH:22]=4)=[O:28])[CH2:14][CH2:13]3)=[CH:7][CH:8]=[N:9]2)=[CH:4][CH:3]=1, predict the reactants needed to synthesize it. The reactants are: [Cl:1][C:2]1[CH:11]=[C:10]2[C:5]([C:6]([N:12]3[CH2:17][CH2:16][NH:15][CH2:14][CH2:13]3)=[CH:7][CH:8]=[N:9]2)=[CH:4][CH:3]=1.[CH3:18][O:19][C:20]1[CH:25]=[CH:24][C:23]([N:26]=[C:27]=[O:28])=[CH:22][CH:21]=1. (4) Given the product [Br:13][C:14]1[CH:19]=[CH:18][C:17]([Cl:20])=[CH:16][C:15]=1[CH2:21][N:4]1[N:5]=[N:6][C:2]([CH3:1])=[N:3]1, predict the reactants needed to synthesize it. The reactants are: [CH3:1][C:2]1[N:3]=[N:4][NH:5][N:6]=1.C(=O)([O-])[O-].[K+].[K+].[Br:13][C:14]1[CH:19]=[CH:18][C:17]([Cl:20])=[CH:16][C:15]=1[CH2:21]Br. (5) Given the product [ClH:10].[NH2:1][CH2:2][CH:3]([OH:7])[C:4]([O:6][CH3:12])=[O:5], predict the reactants needed to synthesize it. The reactants are: [NH2:1][CH2:2][CH:3]([OH:7])[C:4]([OH:6])=[O:5].S(Cl)([Cl:10])=O.[CH3:12]O.